From a dataset of Kir2.1 potassium channel HTS with 301,493 compounds. Binary Classification. Given a drug SMILES string, predict its activity (active/inactive) in a high-throughput screening assay against a specified biological target. The drug is o1c2c(nc1c1cccnc1)cc(NC(=O)c1cc(OCC)ccc1)cc2. The result is 0 (inactive).